The task is: Predict the reaction yield, written as a fraction of the theoretical maximum amount of product (1.0 means a 100% yield; for example, 0.34 means a 34% yield).. This data is from Reaction yield outcomes from USPTO patents with 853,638 reactions. (1) The reactants are [Cl:1][S:2]([OH:5])(=O)=[O:3].[Br:6][C:7]1[CH:11]=[CH:10][S:9][CH:8]=1. The catalyst is C(Cl)Cl. The product is [Br:6][C:7]1[CH:11]=[CH:10][S:9][C:8]=1[S:2]([Cl:1])(=[O:5])=[O:3]. The yield is 0.300. (2) The reactants are Br[C:2]1[CH:3]=[CH:4][C:5]2[C:11]3[S:12][C:13]([C:15]4[N:19]([CH:20]([CH3:22])[CH3:21])[N:18]=[CH:17][N:16]=4)=[CH:14][C:10]=3[CH2:9][CH2:8][O:7][C:6]=2[CH:23]=1.ClCCl.[I-].C(OC([N:35]1[CH2:38][CH:37]([Zn+])[CH2:36]1)=O)(C)(C)C.Cl. The catalyst is CN(C)C(=O)C.[Cu]I. The product is [NH:35]1[CH2:38][CH:37]([C:2]2[CH:3]=[CH:4][C:5]3[C:11]4[S:12][C:13]([C:15]5[N:19]([CH:20]([CH3:21])[CH3:22])[N:18]=[CH:17][N:16]=5)=[CH:14][C:10]=4[CH2:9][CH2:8][O:7][C:6]=3[CH:23]=2)[CH2:36]1. The yield is 0.110. (3) The reactants are [Cl:1][C:2]1[C:7]([Cl:8])=[CH:6][CH:5]=[CH:4][C:3]=1[CH2:9][N:10]1[C:14]2[CH:15]=[C:16]([N:23]3[CH2:28][CH2:27][O:26][CH2:25][CH2:24]3)[CH:17]=[C:18]([C:19]([O:21]C)=[O:20])[C:13]=2[N:12]=[C:11]1[C:29]([F:32])([F:31])[F:30].[OH-].[Li+]. The catalyst is O1CCCC1. The product is [Cl:1][C:2]1[C:7]([Cl:8])=[CH:6][CH:5]=[CH:4][C:3]=1[CH2:9][N:10]1[C:14]2[CH:15]=[C:16]([N:23]3[CH2:24][CH2:25][O:26][CH2:27][CH2:28]3)[CH:17]=[C:18]([C:19]([OH:21])=[O:20])[C:13]=2[N:12]=[C:11]1[C:29]([F:30])([F:32])[F:31]. The yield is 0.0457. (4) The reactants are C[Al](C)C.C1(C)C=CC=CC=1.[Cl-].[NH4+:13].[F:14][C:15]1[CH:16]=[C:17]([CH:20]=[CH:21][C:22]=1[F:23])[C:18]#[N:19]. The catalyst is C(Cl)(Cl)Cl. The product is [F:14][C:15]1[CH:16]=[C:17]([C:18](=[NH:13])[NH2:19])[CH:20]=[CH:21][C:22]=1[F:23]. The yield is 0.330. (5) The reactants are Br[C:2]1[CH:3]=[C:4]([CH2:8][C:9]([O:11][C:12]([CH3:15])([CH3:14])[CH3:13])=[O:10])[CH:5]=[CH:6][CH:7]=1.[CH2:16]([Sn](CCCC)(CCCC)CCCC)[CH:17]=C.[F-].[K+].O. The catalyst is C1(C)C=CC=CC=1.C1C=CC([P]([Pd]([P](C2C=CC=CC=2)(C2C=CC=CC=2)C2C=CC=CC=2)([P](C2C=CC=CC=2)(C2C=CC=CC=2)C2C=CC=CC=2)[P](C2C=CC=CC=2)(C2C=CC=CC=2)C2C=CC=CC=2)(C2C=CC=CC=2)C2C=CC=CC=2)=CC=1. The product is [CH:16]([C:2]1[CH:3]=[C:4]([CH2:8][C:9]([O:11][C:12]([CH3:15])([CH3:14])[CH3:13])=[O:10])[CH:5]=[CH:6][CH:7]=1)=[CH2:17]. The yield is 0.730. (6) The reactants are [Br:1][C:2]1[CH:3]=[C:4]([CH:6]=[C:7]([I:9])[CH:8]=1)[NH2:5].N1C=CC=CC=1.Cl[C:17]([O:19][CH3:20])=[O:18]. The catalyst is C(Cl)Cl. The product is [CH3:20][O:19][C:17](=[O:18])[NH:5][C:4]1[CH:6]=[C:7]([I:9])[CH:8]=[C:2]([Br:1])[CH:3]=1. The yield is 0.990. (7) The reactants are [F:1][C:2]([F:13])([F:12])[O:3][C:4]1[CH:11]=[CH:10][C:7]([CH:8]=O)=[CH:6][CH:5]=1.[CH3:14][C@H:15]1[CH2:20][NH:19][CH2:18][C@@H:17]([CH3:21])[NH:16]1.C(O[BH-](OC(=O)C)OC(=O)C)(=O)C.[Na+]. The catalyst is C(Cl)Cl. The product is [CH3:14][C@H:15]1[NH:16][C@@H:17]([CH3:21])[CH2:18][N:19]([CH2:8][C:7]2[CH:10]=[CH:11][C:4]([O:3][C:2]([F:13])([F:12])[F:1])=[CH:5][CH:6]=2)[CH2:20]1. The yield is 0.800.